This data is from Catalyst prediction with 721,799 reactions and 888 catalyst types from USPTO. The task is: Predict which catalyst facilitates the given reaction. (1) Reactant: [O:1]1[C:5]2[CH:6]=[CH:7][C:8]([OH:10])=[CH:9][C:4]=2[CH:3]=[CH:2]1.[Br:11]Br.C([O-])(O)=O.[Na+]. Product: [Br:11][C:9]1[C:4]2[CH:3]=[CH:2][O:1][C:5]=2[CH:6]=[CH:7][C:8]=1[OH:10]. The catalyst class is: 5. (2) The catalyst class is: 98. Reactant: [C:1]([C:5]1[CH:10]=[CH:9][C:8]([S:11]([NH:14][C:15]2[CH:16]=[C:17]3[C:21](=[CH:22][CH:23]=2)[NH:20][C:19]([C:24]([OH:26])=O)=[C:18]3[C:27]2[CH:32]=[CH:31][CH:30]=[C:29]([F:33])[CH:28]=2)(=[O:13])=[O:12])=[CH:7][CH:6]=1)([CH3:4])([CH3:3])[CH3:2].[CH3:34][N:35]([CH3:39])[CH2:36][CH2:37][NH2:38]. Product: [CH3:34][N:35]([CH3:39])[CH2:36][CH2:37][NH:38][C:24]([C:19]1[NH:20][C:21]2[C:17]([C:18]=1[C:27]1[CH:32]=[CH:31][CH:30]=[C:29]([F:33])[CH:28]=1)=[CH:16][C:15]([NH:14][S:11]([C:8]1[CH:9]=[CH:10][C:5]([C:1]([CH3:4])([CH3:3])[CH3:2])=[CH:6][CH:7]=1)(=[O:12])=[O:13])=[CH:23][CH:22]=2)=[O:26].